Dataset: NCI-60 drug combinations with 297,098 pairs across 59 cell lines. Task: Regression. Given two drug SMILES strings and cell line genomic features, predict the synergy score measuring deviation from expected non-interaction effect. Drug 1: C1=CC(=CC=C1C#N)C(C2=CC=C(C=C2)C#N)N3C=NC=N3. Drug 2: COCCOC1=C(C=C2C(=C1)C(=NC=N2)NC3=CC=CC(=C3)C#C)OCCOC.Cl. Cell line: A549. Synergy scores: CSS=14.2, Synergy_ZIP=2.19, Synergy_Bliss=3.15, Synergy_Loewe=3.36, Synergy_HSA=4.63.